The task is: Predict the reactants needed to synthesize the given product.. This data is from Full USPTO retrosynthesis dataset with 1.9M reactions from patents (1976-2016). (1) Given the product [C:1]([C:5]1[CH:10]=[CH:9][C:8]([C:11]2[N:15]([CH3:16])[N:14]=[C:13]([C:17](=[N:22][NH:21][C:23]([NH:25][C:26]3[CH:34]=[CH:33][C:29]([C:30]([OH:32])=[O:31])=[CH:28][CH:27]=3)=[S:24])[CH3:18])[C:12]=2[OH:20])=[CH:7][CH:6]=1)([CH3:4])([CH3:3])[CH3:2], predict the reactants needed to synthesize it. The reactants are: [C:1]([C:5]1[CH:10]=[CH:9][C:8]([C:11]2[N:15]([CH3:16])[N:14]=[C:13]([C:17](=O)[CH3:18])[C:12]=2[OH:20])=[CH:7][CH:6]=1)([CH3:4])([CH3:3])[CH3:2].[NH:21]([C:23]([NH:25][C:26]1[CH:34]=[CH:33][C:29]([C:30]([OH:32])=[O:31])=[CH:28][CH:27]=1)=[S:24])[NH2:22].CN(C)C=O. (2) Given the product [NH2:3][C:4]1[N:13]=[CH:18][C:17]([C:78]2[N:79]=[C:80]([N:100]3[CH2:105][CH2:104][O:103][CH2:102][CH2:101]3)[C:81]3[S:86][C:85]([CH2:87][N:88]4[CH2:93][CH2:92][N:91]([C:94](=[O:98])[C@@H:95]([OH:97])[CH3:96])[CH2:90][C@@H:89]4[CH3:99])=[CH:84][C:82]=3[N:83]=2)=[CH:6][CH:5]=1, predict the reactants needed to synthesize it. The reactants are: ClC1[N:3]=[C:4]([N:13]2[CH2:18][CH2:17]OCC2)[C:5]2SC(C=O)=C[C:6]=2N=1.C(N1CCN[C@@H](C)C1)(C1C=CC=CC=1)(C1C=CC=CC=1)C1C=CC=CC=1.Cl.[OH-].[Na+].C[C@H]1CNCCN1CC1N=C(N2CCOCC2)C2SC=CC=2N=1.C(O)(=O)C(C)O.Cl[C:78]1[N:79]=[C:80]([N:100]2[CH2:105][CH2:104][O:103][CH2:102][CH2:101]2)[C:81]2[S:86][C:85]([CH2:87][N:88]3[CH2:93][CH2:92][N:91]([C:94](=[O:98])[C@@H:95]([OH:97])[CH3:96])[CH2:90][C@@H:89]3[CH3:99])=[CH:84][C:82]=2[N:83]=1.CC1(C)C(C)(C)OB(C2C=CC(N)=NC=2)O1. (3) Given the product [NH2:1][C:2]1[N:10]=[CH:9][N:8]=[C:7]2[C:3]=1[N:4]=[CH:5][N:6]2[C@@H:11]1[O:12][C@H:13]([CH2:21][N:22]([CH:40]2[CH2:41][O:42][CH2:43]2)[CH2:23][CH2:24][CH2:25][NH:26][C:27]([NH:29][C:30]2[CH:31]=[CH:32][C:33]([C:36]([CH3:39])([CH3:38])[CH3:37])=[CH:34][CH:35]=2)=[O:28])[C@@H:14]([OH:18])[C@H:15]1[OH:16], predict the reactants needed to synthesize it. The reactants are: [NH2:1][C:2]1[N:10]=[CH:9][N:8]=[C:7]2[C:3]=1[N:4]=[CH:5][N:6]2[C@H:11]1[C@@H:15]2[O:16]C(C)(C)[O:18][C@@H:14]2[C@@H:13]([CH2:21][N:22]([CH:40]2[CH2:43][O:42][CH2:41]2)[CH2:23][CH2:24][CH2:25][NH:26][C:27]([NH:29][C:30]2[CH:35]=[CH:34][C:33]([C:36]([CH3:39])([CH3:38])[CH3:37])=[CH:32][CH:31]=2)=[O:28])[O:12]1.